The task is: Predict which catalyst facilitates the given reaction.. This data is from Catalyst prediction with 721,799 reactions and 888 catalyst types from USPTO. (1) Reactant: CN.[NH2:3][C:4]1[N:8]([CH2:9][CH2:10][CH2:11][CH2:12][CH2:13][N:14]2C(=O)C3C(=CC=CC=3)C2=O)[C:7]([S:25][C:26]2[C:34]([I:35])=[CH:33][C:29]3[O:30][CH2:31][O:32][C:28]=3[CH:27]=2)=[N:6][C:5]=1[C:36]([NH2:38])=[O:37]. Product: [NH2:3][C:4]1[N:8]([CH2:9][CH2:10][CH2:11][CH2:12][CH2:13][NH2:14])[C:7]([S:25][C:26]2[C:34]([I:35])=[CH:33][C:29]3[O:30][CH2:31][O:32][C:28]=3[CH:27]=2)=[N:6][C:5]=1[C:36]([NH2:38])=[O:37]. The catalyst class is: 8. (2) Reactant: [C:1]([O:5][C:6]([N:8]1[CH2:13][CH2:12][C:11](=[O:14])[CH2:10][CH2:9]1)=[O:7])([CH3:4])([CH3:3])[CH3:2].C(O[CH:20](N(C)C)[N:21]([CH3:23])[CH3:22])(C)(C)C. Product: [C:1]([O:5][C:6]([N:8]1[CH2:9][CH2:10][C:11](=[O:14])[C:12](=[CH:20][N:21]([CH3:23])[CH3:22])[CH2:13]1)=[O:7])([CH3:4])([CH3:2])[CH3:3]. The catalyst class is: 35.